From a dataset of Reaction yield outcomes from USPTO patents with 853,638 reactions. Predict the reaction yield, written as a fraction of the theoretical maximum amount of product (1.0 means a 100% yield; for example, 0.34 means a 34% yield). (1) The reactants are [CH3:1][O:2][C:3](=[O:60])[NH:4][CH:5]([C:9]([N:11]1[CH2:15][CH2:14][CH2:13][CH:12]1[C:16]1[NH:17][C:18]([C:21]2[CH:30]=[CH:29][C:28]3[C:23](=[CH:24][CH:25]=[C:26]([C:31]4[CH:32]=[C:33]5[C:57](=[CH:58][CH:59]=4)[C:37]4[NH:38][C:39]([CH:41]6[CH2:45][CH2:44][CH2:43][N:42]6[C:46](=[O:56])[CH:47]([NH:51][C:52]([O:54][CH3:55])=[O:53])[CH:48]([CH3:50])[CH3:49])=[N:40][C:36]=4[CH2:35][CH2:34]5)[CH:27]=3)[CH:22]=2)=[CH:19][N:20]=1)=[O:10])[CH:6]([CH3:8])[CH3:7]. The catalyst is C(Cl)Cl.O=[Mn]=O. The product is [CH3:55][O:54][C:52]([NH:51][C@@H:47]([CH:48]([CH3:50])[CH3:49])[C:46]([N:42]1[CH2:43][CH2:44][CH2:45][C@H:41]1[C:39]1[NH:38][C:37]2[C:57]3[C:33]([CH:34]=[CH:35][C:36]=2[N:40]=1)=[CH:32][C:31]([C:26]1[CH:27]=[C:28]2[C:23](=[CH:24][CH:25]=1)[CH:22]=[C:21]([C:18]1[NH:17][C:16]([C@@H:12]4[CH2:13][CH2:14][CH2:15][N:11]4[C:9](=[O:10])[C@@H:5]([NH:4][C:3](=[O:60])[O:2][CH3:1])[CH:6]([CH3:8])[CH3:7])=[N:20][CH:19]=1)[CH:30]=[CH:29]2)=[CH:59][CH:58]=3)=[O:56])=[O:53]. The yield is 0.480. (2) The reactants are [Cl-].O[NH3+:3].[C:4](=[O:7])([O-])[OH:5].[Na+].CS(C)=O.[CH3:13][C:14]1[N:15]([C:39]2[CH:40]=[N:41][C:42]([O:45][CH:46]3[CH2:51][CH2:50][O:49][CH2:48][CH2:47]3)=[CH:43][CH:44]=2)[C:16](=[O:38])[C:17]([CH2:23][C:24]2[CH:29]=[CH:28][C:27]([C:30]3[C:31]([C:36]#[N:37])=[CH:32][CH:33]=[CH:34][CH:35]=3)=[CH:26][CH:25]=2)=[C:18]([CH2:20][CH2:21][CH3:22])[N:19]=1. The catalyst is C(OCC)(=O)C. The product is [CH3:13][C:14]1[N:15]([C:39]2[CH:40]=[N:41][C:42]([O:45][CH:46]3[CH2:47][CH2:48][O:49][CH2:50][CH2:51]3)=[CH:43][CH:44]=2)[C:16](=[O:38])[C:17]([CH2:23][C:24]2[CH:25]=[CH:26][C:27]([C:30]3[CH:35]=[CH:34][CH:33]=[CH:32][C:31]=3[C:36]3[NH:3][C:4](=[O:7])[O:5][N:37]=3)=[CH:28][CH:29]=2)=[C:18]([CH2:20][CH2:21][CH3:22])[N:19]=1. The yield is 0.640. (3) The reactants are Cl.C([NH:19][OH:20])(OCC1C2C(=CC=CC=2)C2C1=CC=CC=2)=O.CCN(C(C)C)C(C)C.[NH:30]([C:42]([O:44][CH2:45][CH:46]1[C:58]2[C:53](=[CH:54][CH:55]=[CH:56][CH:57]=2)[C:52]2[C:47]1=[CH:48][CH:49]=[CH:50][CH:51]=2)=[O:43])[C@H:31]([C:39](O)=[O:40])[CH2:32][C:33]1[CH:38]=[CH:37][CH:36]=[CH:35][CH:34]=1.CC(C)N=C=NC(C)C.C1C=CC2N(O)N=NC=2C=1. The catalyst is C(Cl)Cl.C(Cl)Cl.C1COCC1. The product is [NH:30]([C:42]([O:44][CH2:45][CH:46]1[C:58]2[C:53](=[CH:54][CH:55]=[CH:56][CH:57]=2)[C:52]2[C:47]1=[CH:48][CH:49]=[CH:50][CH:51]=2)=[O:43])[C@H:31]([C:39]([NH:19][OH:20])=[O:40])[CH2:32][C:33]1[CH:38]=[CH:37][CH:36]=[CH:35][CH:34]=1. The yield is 0.510. (4) The reactants are [C:1]([O:5][C:6](=[O:17])[NH:7][C@H:8]1[CH2:13][CH2:12][C@H:11]([CH2:14][CH:15]=[O:16])[CH2:10][CH2:9]1)([CH3:4])([CH3:3])[CH3:2].[Cl:18][C:19]1[CH:20]=[N:21][C:22]2[C:27]([C:28]=1[CH:29]=[O:30])=[N:26][C:25]([O:31][CH3:32])=[CH:24][CH:23]=2.N1CCC[C@H]1C(O)=O.C(OCC)(=O)C. The catalyst is CS(C)=O.O. The product is [C:1]([O:5][C:6](=[O:17])[NH:7][C@H:8]1[CH2:9][CH2:10][C@H:11]([CH:14]([CH:15]=[O:16])[CH:29]([C:28]2[C:27]3[C:22](=[CH:23][CH:24]=[C:25]([O:31][CH3:32])[N:26]=3)[N:21]=[CH:20][C:19]=2[Cl:18])[OH:30])[CH2:12][CH2:13]1)([CH3:4])([CH3:2])[CH3:3]. The yield is 0.390. (5) The reactants are [NH2:1][C:2]1[C:3]([C:14]([OH:16])=[O:15])=[N:4][C:5]([C:8]2[CH:9]=[N:10][CH:11]=[CH:12][CH:13]=2)=[CH:6][N:7]=1.OS(O)(=O)=O.[CH3:22]O. No catalyst specified. The product is [NH2:1][C:2]1[C:3]([C:14]([O:16][CH3:22])=[O:15])=[N:4][C:5]([C:8]2[CH:9]=[N:10][CH:11]=[CH:12][CH:13]=2)=[CH:6][N:7]=1. The yield is 0.970. (6) The catalyst is CN(C)C=O. The yield is 0.420. The product is [F:27][C:4]1[CH:3]=[C:2]([NH:1][C:41]([C:38]2([C:36]([NH:35][C:32]3[CH:33]=[CH:34][C:29]([F:28])=[CH:30][CH:31]=3)=[O:37])[CH2:40][CH2:39]2)=[O:42])[CH:26]=[CH:25][C:5]=1[O:6][C:7]1[CH:12]=[CH:11][N:10]=[C:9]([NH:13][C:14]([N:15]([CH3:23])[CH:16]2[CH2:17][CH2:18][N:19]([CH3:22])[CH2:20][CH2:21]2)=[O:24])[CH:8]=1. The reactants are [NH2:1][C:2]1[CH:26]=[CH:25][C:5]([O:6][C:7]2[CH:12]=[CH:11][N:10]=[C:9]([NH:13][C:14](=[O:24])[N:15]([CH3:23])[CH:16]3[CH2:21][CH2:20][N:19]([CH3:22])[CH2:18][CH2:17]3)[CH:8]=2)=[C:4]([F:27])[CH:3]=1.[F:28][C:29]1[CH:34]=[CH:33][C:32]([NH:35][C:36]([C:38]2([C:41](O)=[O:42])[CH2:40][CH2:39]2)=[O:37])=[CH:31][CH:30]=1.C(N(CC)CC)C.F[P-](F)(F)(F)(F)F.N1(O[P+](N(C)C)(N(C)C)N(C)C)C2C=CC=CC=2N=N1.